This data is from Reaction yield outcomes from USPTO patents with 853,638 reactions. The task is: Predict the reaction yield, written as a fraction of the theoretical maximum amount of product (1.0 means a 100% yield; for example, 0.34 means a 34% yield). (1) The reactants are [CH:1]1([C:4]2[N:9]=[C:8]([CH3:10])[C:7]3[O:11][C:12]([CH3:16])([CH3:15])[O:13][CH2:14][C:6]=3[C:5]=2[CH:17]=O)[CH2:3][CH2:2]1.[NH2:19][C:20]1[CH:27]=[CH:26][C:23]([C:24]#[N:25])=[CH:22][CH:21]=1. No catalyst specified. The product is [CH:1]1([C:4]2[C:5]([CH2:17][NH:19][C:20]3[CH:27]=[CH:26][C:23]([C:24]#[N:25])=[CH:22][CH:21]=3)=[C:6]3[CH2:14][O:13][C:12]([CH3:15])([CH3:16])[O:11][C:7]3=[C:8]([CH3:10])[N:9]=2)[CH2:2][CH2:3]1. The yield is 0.510. (2) The reactants are [NH:1]([C:8](=[O:47])[CH:9]([C:19]1[CH:46]=[CH:45][C:22]([C:23]([NH:25][C:26]2[C:30]([NH:31]C(=O)OC(C)(C)C)=[CH:29][N:28]([C:39]3[CH:44]=[CH:43][CH:42]=[CH:41][CH:40]=3)[N:27]=2)=[O:24])=[CH:21][CH:20]=1)[C:10]([NH:12][C:13]1[CH:18]=[CH:17][CH:16]=[CH:15][CH:14]=1)=[O:11])[C:2]1[CH:7]=[CH:6][CH:5]=[CH:4][CH:3]=1.Cl. The catalyst is C(OCC)(=O)C.CO.O1CCOCC1. The product is [NH2:31][C:30]1[C:26]([NH:25][C:23]([C:22]2[CH:45]=[CH:46][C:19]([CH:9]([C:10]([NH:12][C:13]3[CH:18]=[CH:17][CH:16]=[CH:15][CH:14]=3)=[O:11])[C:8]([NH:1][C:2]3[CH:3]=[CH:4][CH:5]=[CH:6][CH:7]=3)=[O:47])=[CH:20][CH:21]=2)=[O:24])=[N:27][N:28]([C:39]2[CH:40]=[CH:41][CH:42]=[CH:43][CH:44]=2)[CH:29]=1. The yield is 0.520.